Dataset: Forward reaction prediction with 1.9M reactions from USPTO patents (1976-2016). Task: Predict the product of the given reaction. (1) Given the reactants Cl[CH2:2][CH2:3][CH2:4][CH2:5][CH2:6][CH2:7][CH2:8][C:9](=[O:19])[CH2:10][CH2:11][C:12]1[CH:17]=[CH:16][C:15]([Cl:18])=[CH:14][CH:13]=1.[I-:20].[Na+].C(C(C)=O)C(C)C.CCCCCCC, predict the reaction product. The product is: [Cl:18][C:15]1[CH:16]=[CH:17][C:12]([CH2:11][CH2:10][C:9](=[O:19])[CH2:8][CH2:7][CH2:6][CH2:5][CH2:4][CH2:3][CH2:2][I:20])=[CH:13][CH:14]=1. (2) Given the reactants Br[C:2]1[CH:3]=[CH:4][C:5]2[C@H:10]([CH2:11][CH2:12][O:13][Si:14]([C:17]([CH3:20])([CH3:19])[CH3:18])([CH3:16])[CH3:15])[O:9][CH2:8][CH2:7][C:6]=2[CH:21]=1.C([Li])CCC.C[O:28]B(OC)OC.CN1CCOCC1, predict the reaction product. The product is: [Si:14]([O:13][CH2:12][CH2:11][C@H:10]1[C:5]2[CH:4]=[CH:3][C:2]([OH:28])=[CH:21][C:6]=2[CH2:7][CH2:8][O:9]1)([C:17]([CH3:20])([CH3:19])[CH3:18])([CH3:16])[CH3:15]. (3) The product is: [OH:46][C@H:45]([CH2:44][OH:43])[CH2:47][CH2:48][NH:49][C:37]([CH:16]1[CH:15]([C:11]2[CH:12]=[CH:13][CH:14]=[C:9]([Cl:8])[C:10]=2[F:40])[C:19]([C:22]2[CH:27]=[CH:26][C:25]([Cl:28])=[CH:24][C:23]=2[F:29])([C:20]#[N:21])[CH:18]([CH2:30][C:31]2([CH2:35][CH3:36])[CH2:32][O:33][CH2:34]2)[NH:17]1)=[O:38]. Given the reactants FC(F)(F)C(O)=O.[Cl:8][C:9]1[C:10]([F:40])=[C:11]([CH:15]2[C:19]([C:22]3[CH:27]=[CH:26][C:25]([Cl:28])=[CH:24][C:23]=3[F:29])([C:20]#[N:21])[CH:18]([CH2:30][C:31]3([CH2:35][CH3:36])[CH2:34][O:33][CH2:32]3)[NH:17][CH:16]2[C:37](O)=[O:38])[CH:12]=[CH:13][CH:14]=1.CC1(C)[O:46][C@@H:45]([CH2:47][CH2:48][NH2:49])[CH2:44][O:43]1.CN(C(ON1N=NC2C=CC=NC1=2)=[N+](C)C)C.F[P-](F)(F)(F)(F)F.CCN(C(C)C)C(C)C.Cl, predict the reaction product. (4) Given the reactants C[C:2]1[CH:7]=[CH:6][C:5](Cl)=[CH:4][N:3]=1.[C:9]([O:13][C:14]([N:16]1[CH2:21][CH2:20][NH:19][CH2:18][CH2:17]1)=[O:15])([CH3:12])([CH3:11])[CH3:10].[CH:22]1C=CC(P(C2C(C3C(P(C4C=CC=CC=4)C4C=CC=CC=4)=CC=C4C=3C=CC=C4)=C3C(C=CC=C3)=CC=2)C2C=CC=CC=2)=CC=1.C(OCC)C, predict the reaction product. The product is: [C:9]([O:13][C:14]([N:16]1[CH2:21][CH2:20][N:19]([C:2]2[CH:7]=[CH:6][C:5]([CH3:22])=[CH:4][N:3]=2)[CH2:18][CH2:17]1)=[O:15])([CH3:12])([CH3:10])[CH3:11]. (5) Given the reactants [H-].[Na+].[Cl:3][C:4]1[CH:9]=[CH:8][C:7]([S:10]([N:13]2[CH2:18][CH2:17][CH2:16][CH2:15][CH2:14]2)(=[O:12])=[O:11])=[CH:6][C:5]=1[CH2:19][OH:20].Br[CH2:22][C:23]([O:25][C:26]([CH3:29])([CH3:28])[CH3:27])=[O:24], predict the reaction product. The product is: [C:26]([O:25][C:23](=[O:24])[CH2:22][O:20][CH2:19][C:5]1[CH:6]=[C:7]([S:10]([N:13]2[CH2:14][CH2:15][CH2:16][CH2:17][CH2:18]2)(=[O:12])=[O:11])[CH:8]=[CH:9][C:4]=1[Cl:3])([CH3:29])([CH3:28])[CH3:27]. (6) Given the reactants [Cl:1][C:2]1[C:3]([C:10]2[CH:15]=[CH:14][C:13]([O:16]C(C)C)=[C:12]([CH3:20])[CH:11]=2)=[N:4][N:5]([CH3:9])[C:6]=1[O:7][CH3:8].S(=O)(=O)(O)O, predict the reaction product. The product is: [CH3:20][C:12]1[CH:11]=[C:10]([C:3]2[C:2]([Cl:1])=[C:6]([O:7][CH3:8])[N:5]([CH3:9])[N:4]=2)[CH:15]=[CH:14][C:13]=1[OH:16]. (7) Given the reactants [O:1]=[C:2]1[NH:6][C:5]2[CH:7]=[CH:8][C:9]([NH:11][C:12]3[C:13]4[C:20]([C:21](O)=[O:22])=[CH:19][NH:18][C:14]=4[N:15]=[CH:16][N:17]=3)=[CH:10][C:4]=2[S:3]1.[CH3:24][CH:25]([NH2:27])[CH3:26], predict the reaction product. The product is: [CH:25]([NH:27][C:21]([C:20]1[C:13]2[C:12]([NH:11][C:9]3[CH:8]=[CH:7][C:5]4[NH:6][C:2](=[O:1])[S:3][C:4]=4[CH:10]=3)=[N:17][CH:16]=[N:15][C:14]=2[NH:18][CH:19]=1)=[O:22])([CH3:26])[CH3:24]. (8) Given the reactants C(OC([N:8]1[C:16]2[C:11](=[CH:12][CH:13]=[CH:14][CH:15]=2)[C:10]([N:17]([C:20]([C:22]2[C:27]([NH:28][S:29]([C:32]3[CH:37]=[CH:36][C:35]([Cl:38])=[C:34]([C:39]([F:42])([F:41])[F:40])[CH:33]=3)(=[O:31])=[O:30])=[CH:26][C:25]([Cl:43])=[CH:24][N:23]=2)=[O:21])[CH2:18][CH3:19])=[N:9]1)=O)(C)(C)C, predict the reaction product. The product is: [CH2:18]([N:17]([C:10]1[C:11]2[C:16](=[CH:15][CH:14]=[CH:13][CH:12]=2)[NH:8][N:9]=1)[C:20]([C:22]1[C:27]([NH:28][S:29]([C:32]2[CH:37]=[CH:36][C:35]([Cl:38])=[C:34]([C:39]([F:41])([F:42])[F:40])[CH:33]=2)(=[O:31])=[O:30])=[CH:26][C:25]([Cl:43])=[CH:24][N:23]=1)=[O:21])[CH3:19]. (9) Given the reactants [Cl:1][C:2]1[C:3]([C:11]([OH:13])=O)=[CH:4][C:5]2[O:9][CH2:8][O:7][C:6]=2[CH:10]=1.OC1C2N=NNC=2C=CC=1.[NH:24]1[CH2:29][CH2:28][O:27][CH2:26][CH2:25]1.Cl.CN(C)CCCN=C=NCC, predict the reaction product. The product is: [Cl:1][C:2]1[C:3]([C:11]([N:24]2[CH2:29][CH2:28][O:27][CH2:26][CH2:25]2)=[O:13])=[CH:4][C:5]2[O:9][CH2:8][O:7][C:6]=2[CH:10]=1. (10) Given the reactants [OH:1][C@H:2]1[CH2:6][N:5]([CH2:7][C:8]2[CH:13]=[CH:12][CH:11]=[C:10]([C:14]([F:17])([F:16])[F:15])[CH:9]=2)[C@@H:4]([C:18]([O:20][CH2:21][C:22]2[CH:27]=[CH:26][CH:25]=[C:24]([C:28]([F:31])([F:30])[F:29])[CH:23]=2)=[O:19])[CH2:3]1.CC(OI1(OC(C)=O)(OC(C)=O)OC(=O)C2C=CC=CC1=2)=O, predict the reaction product. The product is: [O:1]=[C:2]1[CH2:6][N:5]([CH2:7][C:8]2[CH:13]=[CH:12][CH:11]=[C:10]([C:14]([F:16])([F:17])[F:15])[CH:9]=2)[C@@H:4]([C:18]([O:20][CH2:21][C:22]2[CH:27]=[CH:26][CH:25]=[C:24]([C:28]([F:31])([F:29])[F:30])[CH:23]=2)=[O:19])[CH2:3]1.